This data is from Forward reaction prediction with 1.9M reactions from USPTO patents (1976-2016). The task is: Predict the product of the given reaction. (1) Given the reactants [CH:1]1([CH2:4][CH2:5][CH2:6][CH2:7][NH:8][C:9]([C:11]2[N:12]=[N:13][C:14](Cl)=[CH:15][CH:16]=2)=[O:10])[CH2:3][CH2:2]1.[N:18]1([C:24]([C:26]2[CH:31]=[CH:30][CH:29]=[CH:28][C:27]=2[C:32]([F:35])([F:34])[F:33])=[O:25])[CH2:23][CH2:22][NH:21][CH2:20][CH2:19]1, predict the reaction product. The product is: [CH:1]1([CH2:4][CH2:5][CH2:6][CH2:7][NH:8][C:9]([C:11]2[N:12]=[N:13][C:14]([N:21]3[CH2:22][CH2:23][N:18]([C:24](=[O:25])[C:26]4[CH:31]=[CH:30][CH:29]=[CH:28][C:27]=4[C:32]([F:35])([F:33])[F:34])[CH2:19][CH2:20]3)=[CH:15][CH:16]=2)=[O:10])[CH2:3][CH2:2]1. (2) Given the reactants [CH2:1]([Li])CCC.[NH2:6][C:7]1[N:8]=[C:9]([CH:30]=[CH2:31])[C:10]([C:20]2[CH:27]=[CH:26][C:25]([O:28][CH3:29])=[CH:24][C:21]=2[CH:22]=O)=[N:11][C:12]=1[CH2:13][C:14]1[CH:19]=[CH:18][CH:17]=[CH:16][CH:15]=1.O, predict the reaction product. The product is: [NH2:6][C:7]1[C:12]([CH2:13][C:14]2[CH:15]=[CH:16][CH:17]=[CH:18][CH:19]=2)=[N:11][C:10]([C:20]2[CH:27]=[CH:26][C:25]([O:28][CH3:29])=[CH:24][C:21]=2[CH:22]=[CH2:1])=[C:9]([CH:30]=[CH2:31])[N:8]=1. (3) Given the reactants Br[C:2]1[N:10]2[C:5]([N:6]=[N:7][C:8]3[C:14]([O:15][CH3:16])=[CH:13][C:12]([C:17]([F:20])([F:19])[F:18])=[CH:11][C:9]=32)=[C:4]([CH3:21])[N:3]=1.C(=O)([O-])[O-].[K+].[K+].[CH3:28][C:29]1[C:34](B2OC(C)(C)C(C)(C)O2)=[CH:33][CH:32]=[CH:31][N:30]=1, predict the reaction product. The product is: [CH3:16][O:15][C:14]1[C:8]2[N:7]=[N:6][C:5]3=[C:4]([CH3:21])[N:3]=[C:2]([C:34]4[C:29]([CH3:28])=[N:30][CH:31]=[CH:32][CH:33]=4)[N:10]3[C:9]=2[CH:11]=[C:12]([C:17]([F:20])([F:19])[F:18])[CH:13]=1. (4) Given the reactants C(=O)([O-])[O-].[Sr+2:5].[C:6]([OH:14])(=[O:13])[CH2:7][CH2:8][CH2:9][C:10]([OH:12])=[O:11], predict the reaction product. The product is: [C:6]([O-:14])(=[O:13])[CH2:7][CH2:8][CH2:9][C:10]([O-:12])=[O:11].[Sr+2:5]. (5) Given the reactants [CH2:1]([S:3]([C:6]1[CH:11]=[CH:10][C:9](F)=[C:8]([C:13]([F:16])([F:15])[F:14])[CH:7]=1)(=[O:5])=[O:4])[CH3:2].[Cl:17][C:18]1[CH:23]=[CH:22][C:21]([CH2:24][CH2:25][C:26]([OH:28])=[O:27])=[C:20]([OH:29])[CH:19]=1, predict the reaction product. The product is: [Cl:17][C:18]1[CH:23]=[CH:22][C:21]([CH2:24][CH2:25][C:26]([OH:28])=[O:27])=[C:20]([O:29][C:9]2[CH:10]=[CH:11][C:6]([S:3]([CH2:1][CH3:2])(=[O:5])=[O:4])=[CH:7][C:8]=2[C:13]([F:16])([F:15])[F:14])[CH:19]=1. (6) Given the reactants [CH:1]([O:4][C:5]1[CH:13]=[CH:12][C:8]([C:9]([OH:11])=O)=[CH:7][CH:6]=1)([CH3:3])[CH3:2].O.ON1C2C=CC=CC=2N=N1.O[NH:26][C:27](=[NH:36])[C:28]1[CH:33]=[CH:32][C:31]([CH2:34][OH:35])=[CH:30][CH:29]=1, predict the reaction product. The product is: [CH:1]([O:4][C:5]1[CH:6]=[CH:7][C:8]([C:9]2[O:11][N:36]=[C:27]([C:28]3[CH:33]=[CH:32][C:31]([CH2:34][OH:35])=[CH:30][CH:29]=3)[N:26]=2)=[CH:12][CH:13]=1)([CH3:2])[CH3:3]. (7) Given the reactants C(N(CC)[CH2:4][C:5]#[C:6][C:7]1[N:12]=[CH:11][C:10]([C:13]2[CH:14]=[C:15]3[C:21]([C:22]([C:24]4[C:25]([F:38])=[C:26]([NH:31][S:32]([CH2:35][CH2:36][CH3:37])(=[O:34])=[O:33])[CH:27]=[CH:28][C:29]=4[F:30])=[O:23])=[CH:20][NH:19][C:16]3=[N:17][CH:18]=2)=[CH:9][CH:8]=1)C, predict the reaction product. The product is: [F:38][C:25]1[C:24]([C:22]([C:21]2[C:15]3[C:16](=[N:17][CH:18]=[C:13]([C:10]4[CH:11]=[N:12][C:7]([CH2:6][CH2:5][CH3:4])=[CH:8][CH:9]=4)[CH:14]=3)[NH:19][CH:20]=2)=[O:23])=[C:29]([F:30])[CH:28]=[CH:27][C:26]=1[NH:31][S:32]([CH2:35][CH2:36][CH3:37])(=[O:34])=[O:33]. (8) Given the reactants [Br:1][C:2]1[CH:3]=[CH:4][C:5]([NH:9][NH2:10])=[C:6]([OH:8])[CH:7]=1.C[C:12]1[CH:17]=[CH:16]C(S([O-])(=O)=O)=[CH:14][CH:13]=1.C(CC(=O)C)(=O)C, predict the reaction product. The product is: [Br:1][C:2]1[CH:3]=[CH:4][C:5]([N:9]2[C:17]([CH3:16])=[CH:12][C:13]([CH3:14])=[N:10]2)=[C:6]([OH:8])[CH:7]=1.